This data is from Forward reaction prediction with 1.9M reactions from USPTO patents (1976-2016). The task is: Predict the product of the given reaction. (1) The product is: [O:1]1[CH2:6][CH2:5][CH2:4][C@H:3]([C:7]([OH:9])=[O:8])[CH2:2]1. Given the reactants [O:1]1[CH2:6][CH2:5][CH2:4][C@H:3]([C:7]([O:9]CC2C=CC=CC=2)=[O:8])[CH2:2]1, predict the reaction product. (2) Given the reactants [F:1][C:2]1[CH:3]=[C:4]2[N:13]([S:14]([C:17]3[CH:23]=[CH:22][C:20]([CH3:21])=[CH:19][CH:18]=3)(=[O:16])=[O:15])[CH:12]=[CH:11][C:5]2=[N:6][C:7]=1[CH:8]([NH2:10])[CH3:9].Cl[C:25]1[N:30]=[C:29]([NH:31][C:32]2[CH:36]=[C:35]([CH:37]3[CH2:39][CH2:38]3)[NH:34][N:33]=2)[CH:28]=[CH:27][N:26]=1.CCN(C(C)C)C(C)C, predict the reaction product. The product is: [CH:37]1([C:35]2[NH:34][N:33]=[C:32]([NH:31][C:29]3[CH:28]=[CH:27][N:26]=[C:25]([NH:10][CH:8]([C:7]4[N:6]=[C:5]5[CH:11]=[CH:12][N:13]([S:14]([C:17]6[CH:23]=[CH:22][C:20]([CH3:21])=[CH:19][CH:18]=6)(=[O:16])=[O:15])[C:4]5=[CH:3][C:2]=4[F:1])[CH3:9])[N:30]=3)[CH:36]=2)[CH2:39][CH2:38]1. (3) Given the reactants [CH2:1]([O:8][C:9]1[CH:10]=[CH:11][C:12]([CH:15]=O)=[N:13][CH:14]=1)[C:2]1[CH:7]=[CH:6][CH:5]=[CH:4][CH:3]=1.[Cl-].[CH2:18]([O:20][C:21]([CH:23]([P+](C1C=CC=CC=1)(C1C=CC=CC=1)C1C=CC=CC=1)[O:24][CH3:25])=[O:22])[CH3:19].[CH3:45]N(C)C(=N)N(C)C, predict the reaction product. The product is: [CH2:18]([O:20][C:21](=[O:22])[C:23]([O:24][CH2:25][CH3:45])=[CH:15][C:12]1[CH:11]=[CH:10][C:9]([O:8][CH2:1][C:2]2[CH:3]=[CH:4][CH:5]=[CH:6][CH:7]=2)=[CH:14][N:13]=1)[CH3:19]. (4) Given the reactants [NH:1]1[CH:5]=[CH:4][CH:3]=[C:2]1[C:6]([O:8][CH2:9][CH3:10])=[O:7].[Al+3].[Cl-].[Cl-].[Cl-].[CH3:15][O:16]C(Cl)Cl, predict the reaction product. The product is: [CH:15]([C:4]1[CH:3]=[C:2]([C:6]([O:8][CH2:9][CH3:10])=[O:7])[NH:1][CH:5]=1)=[O:16]. (5) Given the reactants [C:1]([O:4][C@H:5]1[C@@H:9]([O:10][C:11](=[O:13])[CH3:12])[C@H:8]([N:14]2[CH:22]=[N:21][C:20]3[C:15]2=[N:16][CH:17]=[N:18][C:19]=3Cl)[O:7][C@@H:6]1[CH2:24][O:25][C:26](=[O:28])[CH3:27])(=[O:3])[CH3:2].Cl.[CH3:30][NH:31][CH3:32].C(N(CC)CC)C.O, predict the reaction product. The product is: [C:1]([O:4][C@H:5]1[C@@H:9]([O:10][C:11](=[O:13])[CH3:12])[C@H:8]([N:14]2[CH:22]=[N:21][C:20]3[C:15]2=[N:16][CH:17]=[N:18][C:19]=3[N:31]([CH3:32])[CH3:30])[O:7][C@@H:6]1[CH2:24][O:25][C:26](=[O:28])[CH3:27])(=[O:3])[CH3:2]. (6) Given the reactants [CH:1]1[C:14]2[C:13](=[O:15])[C:12]3[C:7](=[CH:8][CH:9]=[CH:10][CH:11]=3)[NH:6][C:5]=2[CH:4]=[CH:3][CH:2]=1.O=S(Cl)Cl.[C:20]1(O)[CH:25]=[CH:24][CH:23]=[CH:22][CH:21]=1.C([O-])([O-])=O.[K+].[K+], predict the reaction product. The product is: [O:15]([C:13]1[C:12]2[C:7]([N:6]=[C:5]3[C:14]=1[CH:1]=[CH:2][CH:3]=[CH:4]3)=[CH:8][CH:9]=[CH:10][CH:11]=2)[C:20]1[CH:25]=[CH:24][CH:23]=[CH:22][CH:21]=1.